This data is from Reaction yield outcomes from USPTO patents with 853,638 reactions. The task is: Predict the reaction yield, written as a fraction of the theoretical maximum amount of product (1.0 means a 100% yield; for example, 0.34 means a 34% yield). The yield is 0.830. The product is [Br:1][C:2]1[C:12]([F:13])=[CH:11][C:5]2[O:6][CH2:7][CH:8]([CH3:10])[NH:9][C:4]=2[CH:3]=1. The catalyst is FC(F)(F)C(O)=O. The reactants are [Br:1][C:2]1[C:12]([F:13])=[CH:11][C:5]2[O:6][CH2:7][C:8]([CH3:10])=[N:9][C:4]=2[CH:3]=1.C([BH3-])#N.[Na+].[OH-].[Na+].